Predict the reaction yield, written as a fraction of the theoretical maximum amount of product (1.0 means a 100% yield; for example, 0.34 means a 34% yield). From a dataset of Reaction yield outcomes from USPTO patents with 853,638 reactions. (1) The reactants are [CH3:1][C:2]([CH3:7])([CH3:6])[C:3]([NH2:5])=[O:4].[H-].[Na+].[Cl:10][C:11]1[CH:16]=[CH:15][C:14]([N:17]=[C:18]=S)=[CH:13][CH:12]=1.[CH3:20][C:21]1[N:25]([CH:26]2[CH2:32][CH:31]3[N:33]([CH2:34][CH2:35][C:36]4([C:42]5[CH:47]=[CH:46][CH:45]=[CH:44][CH:43]=5)[CH2:41][CH2:40][NH:39][CH2:38][CH2:37]4)[CH:28]([CH2:29][CH2:30]3)[CH2:27]2)[C:24]2[CH:48]=[CH:49][CH:50]=[CH:51][C:23]=2[N:22]=1.CCN=C=NCCCN(C)C. The catalyst is CN(C=O)C.CN(C1C=CN=CC=1)C. The product is [Cl:10][C:11]1[CH:16]=[CH:15][C:14]([NH:17]/[C:18](/[N:39]2[CH2:38][CH2:37][C:36]([CH2:35][CH2:34][N:33]3[CH:28]4[CH2:29][CH2:30][CH:31]3[CH2:32][CH:26]([N:25]3[C:24]5[CH:48]=[CH:49][CH:50]=[CH:51][C:23]=5[N:22]=[C:21]3[CH3:20])[CH2:27]4)([C:42]3[CH:43]=[CH:44][CH:45]=[CH:46][CH:47]=3)[CH2:41][CH2:40]2)=[N:5]\[C:3](=[O:4])[C:2]([CH3:7])([CH3:6])[CH3:1])=[CH:13][CH:12]=1. The yield is 0.380. (2) The reactants are [C:1]([C:3]1([C:9]2[CH:10]=[C:11]([CH:16]=[CH:17][CH:18]=2)[C:12]([O:14]C)=[O:13])[CH2:8][CH2:7][O:6][CH2:5][CH2:4]1)#[N:2].[OH-].[Li+]. The catalyst is C1COCC1.CO.O.O. The product is [C:1]([C:3]1([C:9]2[CH:10]=[C:11]([CH:16]=[CH:17][CH:18]=2)[C:12]([OH:14])=[O:13])[CH2:8][CH2:7][O:6][CH2:5][CH2:4]1)#[N:2]. The yield is 0.420.